Dataset: Catalyst prediction with 721,799 reactions and 888 catalyst types from USPTO. Task: Predict which catalyst facilitates the given reaction. (1) Reactant: [H-].[Na+].[NH:3]1[C:11]2[CH:10]=[CH:9][CH:8]=[C:7]([C:12]([O:14][CH3:15])=[O:13])[C:6]=2[CH:5]=[N:4]1.[C:16]1([S:22](Cl)(=[O:24])=[O:23])[CH:21]=[CH:20][CH:19]=[CH:18][CH:17]=1. Product: [C:16]1([S:22]([N:3]2[C:11]3[CH:10]=[CH:9][CH:8]=[C:7]([C:12]([O:14][CH3:15])=[O:13])[C:6]=3[CH:5]=[N:4]2)(=[O:24])=[O:23])[CH:21]=[CH:20][CH:19]=[CH:18][CH:17]=1. The catalyst class is: 3. (2) Reactant: [NH2:1][C:2]1[CH:7]=[CH:6][C:5]([Br:8])=[CH:4][N:3]=1.C1CCN2C(=NCCC2)CC1.[CH:20]([N:23]=[C:24]=[O:25])([CH3:22])[CH3:21]. Product: [Br:8][C:5]1[CH:6]=[CH:7][C:2]([NH:1][C:24]([NH:23][CH:20]([CH3:22])[CH3:21])=[O:25])=[N:3][CH:4]=1. The catalyst class is: 2. (3) Product: [F:1][C:2]1[CH:13]=[CH:12][C:5]([CH2:6][N:7]2[CH2:10][CH:9]([S:22][C:19](=[O:27])[CH3:20])[CH2:8]2)=[CH:4][CH:3]=1. The catalyst class is: 2. Reactant: [F:1][C:2]1[CH:13]=[CH:12][C:5]([CH2:6][N:7]2[CH2:10][CH:9](O)[CH2:8]2)=[CH:4][CH:3]=1.C(N([CH2:19][CH3:20])CC)C.C[S:22](Cl)(=O)=O.Cl.[OH2:27]. (4) Reactant: [CH:1]1([CH:4]([OH:15])[CH2:5][O:6][CH2:7][CH:8]2[CH2:12][O:11]C(C)(C)[O:9]2)[CH2:3][CH2:2]1.Cl. Product: [CH:1]1([CH:4]([OH:15])[CH2:5][O:6][CH2:7][CH:8]([OH:9])[CH2:12][OH:11])[CH2:2][CH2:3]1. The catalyst class is: 5. (5) Reactant: [NH2:1][C:2]1[N:7]=[CH:6][C:5]([N+:8]([O-])=O)=[CH:4][N:3]=1.Br[C:12]1[CH:13]=[C:14]([CH:23]=[CH:24][CH:25]=1)[O:15][CH2:16][CH2:17][N:18]1[CH2:22][CH2:21][CH2:20][CH2:19]1.C([O-])([O-])=O.[Cs+].[Cs+].CC1(C)C2C(=C(P(C3C=CC=CC=3)C3C=CC=CC=3)C=CC=2)OC2C(P(C3C=CC=CC=3)C3C=CC=CC=3)=CC=CC1=2. Product: [N:18]1([CH2:17][CH2:16][O:15][C:14]2[CH:13]=[C:12]([NH:1][C:2]3[N:7]=[CH:6][C:5]([NH2:8])=[CH:4][N:3]=3)[CH:25]=[CH:24][CH:23]=2)[CH2:22][CH2:21][CH2:20][CH2:19]1. The catalyst class is: 62. (6) Reactant: [C:1]([C:3]1[C:12]2[C:7](=[CH:8][CH:9]=[CH:10][CH:11]=2)[C:6]([NH:13][C@H:14]([C@H:18]([OH:20])[CH3:19])[C:15]([OH:17])=O)=[CH:5][CH:4]=1)#[N:2].[C:21]([C:23]1[CH:32]=[CH:31][C:26]([C:27]([NH:29][NH2:30])=[O:28])=[CH:25][CH:24]=1)#[N:22].O.ON1C2C=CC=CC=2N=N1.Cl.CN(C)CCCN=C=NCC.C(N(CC)CC)C. Product: [C:21]([C:23]1[CH:24]=[CH:25][C:26]([C:27]([NH:29][NH:30][C:15](=[O:17])[C@H:14]([NH:13][C:6]2[C:7]3[C:12](=[CH:11][CH:10]=[CH:9][CH:8]=3)[C:3]([C:1]#[N:2])=[CH:4][CH:5]=2)[C@H:18]([OH:20])[CH3:19])=[O:28])=[CH:31][CH:32]=1)#[N:22]. The catalyst class is: 1. (7) Reactant: [NH2:1][C@H:2]1[C:11]2[C:6](=[CH:7][CH:8]=[CH:9][CH:10]=2)[N:5]([C:12](=[O:14])[CH3:13])[C@@H:4]([CH3:15])[C@@H:3]1[CH3:16].Br[C:18]1[CH:23]=[N:22][C:21]([CH3:24])=[CH:20][N:19]=1.CN(C1C(C2C(P(C3CCCCC3)C3CCCCC3)=CC=CC=2)=CC=CC=1)C. Product: [CH3:15][C@H:4]1[C@H:3]([CH3:16])[C@@H:2]([NH:1][C:18]2[CH:23]=[N:22][C:21]([CH3:24])=[CH:20][N:19]=2)[C:11]2[C:6](=[CH:7][CH:8]=[CH:9][CH:10]=2)[N:5]1[C:12](=[O:14])[CH3:13]. The catalyst class is: 102. (8) Reactant: [S:1]1[CH:5]=[CH:4][CH:3]=[C:2]1[C:6]([NH:8][NH2:9])=O.Cl[C:11]1[N:16]=[N:15][C:14]([C:17]2[CH:18]=[C:19]([NH:23][C:24]([C:26]3[CH:34]=[CH:33][C:29]4[O:30][CH2:31][O:32][C:28]=4[CH:27]=3)=[O:25])[CH:20]=[CH:21][CH:22]=2)=[CH:13][CH:12]=1. Product: [S:1]1[CH:5]=[CH:4][CH:3]=[C:2]1[C:6]1[N:16]2[N:15]=[C:14]([C:17]3[CH:18]=[C:19]([NH:23][C:24]([C:26]4[CH:34]=[CH:33][C:29]5[O:30][CH2:31][O:32][C:28]=5[CH:27]=4)=[O:25])[CH:20]=[CH:21][CH:22]=3)[CH:13]=[CH:12][C:11]2=[N:9][N:8]=1. The catalyst class is: 51. (9) Reactant: [F:1][C:2]1[CH:7]=[C:6]([F:8])[C:5]([F:9])=[CH:4][C:3]=1[S:10]([OH:12])=[O:11].IC.[CH2:15](N(C(C)C)C(C)C)C. Product: [F:9][C:5]1[CH:4]=[C:3]([S:10]([CH3:15])(=[O:12])=[O:11])[C:2]([F:1])=[CH:7][C:6]=1[F:8]. The catalyst class is: 3.